This data is from Forward reaction prediction with 1.9M reactions from USPTO patents (1976-2016). The task is: Predict the product of the given reaction. (1) Given the reactants [C:1]([NH:5][S:6]([C:9]1[CH:14]=[C:13]([C:15]#[N:16])[CH:12]=[CH:11][C:10]=1[F:17])(=[O:8])=[O:7])([CH3:4])([CH3:3])[CH3:2], predict the reaction product. The product is: [NH2:16][CH2:15][C:13]1[CH:12]=[CH:11][C:10]([F:17])=[C:9]([S:6]([NH:5][C:1]([CH3:3])([CH3:2])[CH3:4])(=[O:8])=[O:7])[CH:14]=1. (2) The product is: [O:1]1[C:5]2[CH:6]=[CH:7][C:8]([C:10]3([C:13]([NH:15][C:16]4[CH:17]=[CH:18][C:19]([CH3:30])=[C:20]([C:22]5[C:23](=[O:28])[NH:24][CH:25]=[CH:26][CH:27]=5)[N:21]=4)=[O:14])[CH2:12][CH2:11]3)=[CH:9][C:4]=2[CH2:3][CH2:2]1. Given the reactants [O:1]1[C:5]2[CH:6]=[CH:7][C:8]([C:10]3([C:13]([NH:15][C:16]4[N:21]=[C:20]([C:22]5[C:23]([O:28]C)=[N:24][CH:25]=[CH:26][CH:27]=5)[C:19]([CH3:30])=[CH:18][CH:17]=4)=[O:14])[CH2:12][CH2:11]3)=[CH:9][C:4]=2[CH2:3][CH2:2]1.Cl, predict the reaction product.